This data is from Full USPTO retrosynthesis dataset with 1.9M reactions from patents (1976-2016). The task is: Predict the reactants needed to synthesize the given product. (1) Given the product [CH3:1][C@@H:2]1[CH2:6][CH2:5][CH2:4][N:3]1[CH2:7][CH2:8][C:9]1[CH:14]=[CH:13][C:12]([C:15]2[CH:16]=[CH:17][C:18]([CH2:21][CH2:22][C:23]([NH:27][C@@H:28]([CH3:36])[C:29]([O:31][C:32]([CH3:35])([CH3:34])[CH3:33])=[O:30])=[O:24])=[CH:19][CH:20]=2)=[CH:11][CH:10]=1, predict the reactants needed to synthesize it. The reactants are: [CH3:1][C@@H:2]1[CH2:6][CH2:5][CH2:4][N:3]1[CH2:7][CH2:8][C:9]1[CH:14]=[CH:13][C:12]([C:15]2[CH:20]=[CH:19][C:18]([CH2:21][CH2:22][C:23](O)=[O:24])=[CH:17][CH:16]=2)=[CH:11][CH:10]=1.Cl.[NH2:27][C@@H:28]([CH3:36])[C:29]([O:31][C:32]([CH3:35])([CH3:34])[CH3:33])=[O:30].CN(C(ON1N=NC2C=CC=NC1=2)=[N+](C)C)C.F[P-](F)(F)(F)(F)F.Cl. (2) Given the product [F:17][C:12]1[CH:11]=[C:10]([CH:9]2[N:8]([CH2:18][O:19][CH3:20])[C:7]([CH3:21])=[N:6][C:5]([CH3:22])=[C:4]2[C:1]([NH:48][CH2:47][CH2:46][CH2:45][N:42]2[CH2:41][CH2:40][C:39]([C:37]([O:36][CH3:35])=[O:38])([C:49]3[CH:54]=[CH:53][CH:52]=[CH:51][CH:50]=3)[CH2:44][CH2:43]2)=[O:3])[CH:15]=[CH:14][C:13]=1[F:16], predict the reactants needed to synthesize it. The reactants are: [C:1]([C:4]1[CH:9]([C:10]2[CH:15]=[CH:14][C:13]([F:16])=[C:12]([F:17])[CH:11]=2)[N:8]([CH2:18][O:19][CH3:20])[C:7]([CH3:21])=[N:6][C:5]=1[CH3:22])([OH:3])=O.Cl.CN(C)CCCN=C=NCC.[CH3:35][O:36][C:37]([C:39]1([C:49]2[CH:54]=[CH:53][CH:52]=[CH:51][CH:50]=2)[CH2:44][CH2:43][N:42]([CH2:45][CH2:46][CH2:47][NH2:48])[CH2:41][CH2:40]1)=[O:38]. (3) Given the product [NH2:19][C:24]1[N:32]([C:33]2[CH:38]=[CH:37][CH:36]=[C:35]([C:39]([F:40])([F:42])[F:41])[CH:34]=2)[C:30]([CH3:31])=[C:29]([C:28]([O:27][CH2:25][CH3:26])=[O:43])[CH:22]([C:21]2[CH:13]=[CH:12][C:11]([C:9]#[N:10])=[CH:18][CH:20]=2)[C:23]=1[C:6]([O:5][CH2:4][CH3:3])=[O:8], predict the reactants needed to synthesize it. The reactants are: C([CH2:3][CH2:4][O:5][C:6](=[O:8])C)#N.[C:9]([C:11]1[CH:18]=CC(C=O)=[CH:13][CH:12]=1)#[N:10].[NH:19]1[CH2:24][CH2:23][CH2:22][CH2:21][CH2:20]1.[CH2:25]([O:27][C:28](=[O:43])[CH:29]=[C:30]([NH:32][C:33]1[CH:38]=[CH:37][CH:36]=[C:35]([C:39]([F:42])([F:41])[F:40])[CH:34]=1)[CH3:31])[CH3:26]. (4) Given the product [CH:18]1([C:15]2[N:14]([CH3:21])[C:13]3[CH:12]=[C:11]([C:22]([O:24][CH2:25][CH3:26])=[O:23])[CH:10]=[C:9]([OH:8])[C:17]=3[N:16]=2)[CH2:19][CH2:20]1, predict the reactants needed to synthesize it. The reactants are: C([O:8][C:9]1[C:17]2[N:16]=[C:15]([CH:18]3[CH2:20][CH2:19]3)[N:14]([CH3:21])[C:13]=2[CH:12]=[C:11]([C:22]([O:24][CH2:25][CH3:26])=[O:23])[CH:10]=1)C1C=CC=CC=1. (5) Given the product [CH3:25][O:24][C:20]1[CH:19]=[C:5]([CH:4]=[C:3]([O:2][CH3:1])[C:21]=1[OH:22])[O:6][C:7]1[CH:8]=[C:9]2[C:13](=[CH:14][CH:15]=1)[NH:12][C:11]([NH2:16])=[C:10]2[C:17]#[N:18], predict the reactants needed to synthesize it. The reactants are: [CH3:1][O:2][C:3]1[CH:4]=[C:5]([CH:19]=[C:20]([O:24][CH3:25])[C:21]=1[O:22]C)[O:6][C:7]1[CH:8]=[C:9]2[C:13](=[CH:14][CH:15]=1)[NH:12][C:11]([NH2:16])=[C:10]2[C:17]#[N:18].C[Si](I)(C)C.[O-]S([O-])(=S)=O.[Na+].[Na+]. (6) Given the product [CH3:1][C:2]1([CH3:9])[CH2:7][CH2:6][C:5](=[N:10][OH:11])[CH2:4][CH2:3]1, predict the reactants needed to synthesize it. The reactants are: [CH3:1][C:2]1([CH3:9])[CH2:7][CH2:6][C:5](=O)[CH2:4][CH2:3]1.[NH2:10][OH:11].O. (7) Given the product [Cl:1][C:2]1[CH:3]=[C:4]([C:9]2[CH:10]=[C:11]([C:12]3[CH:17]=[CH:16][C:15]([O:18][CH3:19])=[CH:14][CH:13]=3)[NH:22][N:21]=2)[CH:5]=[C:6]([Cl:8])[CH:7]=1, predict the reactants needed to synthesize it. The reactants are: [Cl:1][C:2]1[CH:3]=[C:4]([C:9](=O)[C:10]#[C:11][C:12]2[CH:17]=[CH:16][C:15]([O:18][CH3:19])=[CH:14][CH:13]=2)[CH:5]=[C:6]([Cl:8])[CH:7]=1.[NH2:21][NH2:22].